Dataset: Reaction yield outcomes from USPTO patents with 853,638 reactions. Task: Predict the reaction yield, written as a fraction of the theoretical maximum amount of product (1.0 means a 100% yield; for example, 0.34 means a 34% yield). (1) The catalyst is O1CCOCC1. The product is [CH2:1]([O:3][C:7]1[CH:32]=[CH:31][C:10]([C:11]([NH:13][C:14]2[S:15][C:16]3[C:22]([N:23]4[CH2:24][CH2:25][O:26][CH2:27][CH2:28]4)=[CH:21][CH:20]=[C:19]([O:29][CH3:30])[C:17]=3[N:18]=2)=[O:12])=[CH:9][N:8]=1)[CH3:2]. The reactants are [CH2:1]([OH:3])[CH3:2].[H-].[Na+].Cl[C:7]1[CH:32]=[CH:31][C:10]([C:11]([NH:13][C:14]2[S:15][C:16]3[C:22]([N:23]4[CH2:28][CH2:27][O:26][CH2:25][CH2:24]4)=[CH:21][CH:20]=[C:19]([O:29][CH3:30])[C:17]=3[N:18]=2)=[O:12])=[CH:9][N:8]=1. The yield is 0.530. (2) The reactants are C(OC([N:11]1[CH2:16][CH2:15][CH2:14][C@H:13]([C:17]2[O:18][CH:19]=[C:20]([C:22]3[CH:27]=[CH:26][C:25]([F:28])=[CH:24][CH:23]=3)[N:21]=2)[CH2:12]1)=O)C1C=CC=CC=1.Cl. The yield is 0.810. The product is [F:28][C:25]1[CH:26]=[CH:27][C:22]([C:20]2[N:21]=[C:17]([C@H:13]3[CH2:14][CH2:15][CH2:16][NH:11][CH2:12]3)[O:18][CH:19]=2)=[CH:23][CH:24]=1. The catalyst is CCO.[Pd]. (3) The reactants are [CH3:1][CH:2]1[NH:7][CH2:6][CH:5]([OH:8])[CH2:4][CH2:3]1.C(N(CC)CC)C.[CH3:16][C:17]([O:20][C:21](O[C:21]([O:20][C:17]([CH3:19])([CH3:18])[CH3:16])=[O:22])=[O:22])([CH3:19])[CH3:18]. The catalyst is C(Cl)Cl. The product is [OH:8][CH:5]1[CH2:6][N:7]([C:21]([O:20][C:17]([CH3:19])([CH3:18])[CH3:16])=[O:22])[CH:2]([CH3:1])[CH2:3][CH2:4]1. The yield is 0.230. (4) The reactants are [C:1]12([NH2:12])[CH2:10][CH:5]3[CH2:6][CH:7]([CH2:9][C:3]([NH2:11])([CH2:4]3)[CH2:2]1)[CH2:8]2.CCN(C(C)C)C(C)C.[CH3:22][N:23]1[CH:27]=[CH:26][C:25]([C:28]([OH:30])=O)=[N:24]1.[CH3:31][C:32]1[N:33]=[CH:34][C:35]([C:38](O)=[O:39])=[N:36][CH:37]=1.F[P-](F)(F)(F)(F)F.N1(O[P+](N2CCCC2)(N2CCCC2)N2CCCC2)C2C=CC=CC=2N=N1. The catalyst is C(Cl)Cl. The product is [CH3:22][N:23]1[CH:27]=[CH:26][C:25]([C:28]([NH:12][C:1]23[CH2:10][CH:5]4[CH2:6][CH:7]([CH2:9][C:3]([NH:11][C:38]([C:35]5[CH:34]=[N:33][C:32]([CH3:31])=[CH:37][N:36]=5)=[O:39])([CH2:4]4)[CH2:2]2)[CH2:8]3)=[O:30])=[N:24]1. The yield is 0.370. (5) The reactants are [CH3:1][S:2](Cl)(=[O:4])=[O:3].[F:6][CH:7]([F:37])[C:8]1[N:12]([C:13]2[N:18]=[C:17]([N:19]3[CH2:24][CH2:23][NH:22][CH2:21][CH2:20]3)[N:16]=[C:15]([CH:25]3[CH2:30][CH2:29][O:28][CH2:27][CH2:26]3)[N:14]=2)[C:11]2[CH:31]=[CH:32][CH:33]=[C:34]([O:35][CH3:36])[C:10]=2[N:9]=1.C([O-])([O-])=O.[K+].[K+].O. The catalyst is C(Cl)Cl. The product is [F:37][CH:7]([F:6])[C:8]1[N:12]([C:13]2[N:18]=[C:17]([N:19]3[CH2:20][CH2:21][N:22]([S:2]([CH3:1])(=[O:4])=[O:3])[CH2:23][CH2:24]3)[N:16]=[C:15]([CH:25]3[CH2:26][CH2:27][O:28][CH2:29][CH2:30]3)[N:14]=2)[C:11]2[CH:31]=[CH:32][CH:33]=[C:34]([O:35][CH3:36])[C:10]=2[N:9]=1. The yield is 0.610. (6) The reactants are [CH:1]([C:3]1[CH:8]=[CH:7][C:6]([C:9]#[C:10][C:11]2[CH:18]=[CH:17][C:14]([C:15]#[N:16])=[CH:13][CH:12]=2)=[CH:5][CH:4]=1)=O.[NH:19]1[CH2:24][CH2:23][O:22][CH2:21][CH2:20]1.C(O[BH-](OC(=O)C)OC(=O)C)(=O)C.[Na+]. The catalyst is C(Cl)(Cl)Cl. The product is [N:19]1([CH2:1][C:3]2[CH:8]=[CH:7][C:6]([C:9]#[C:10][C:11]3[CH:18]=[CH:17][C:14]([C:15]#[N:16])=[CH:13][CH:12]=3)=[CH:5][CH:4]=2)[CH2:24][CH2:23][O:22][CH2:21][CH2:20]1. The yield is 0.970.